Dataset: Full USPTO retrosynthesis dataset with 1.9M reactions from patents (1976-2016). Task: Predict the reactants needed to synthesize the given product. (1) Given the product [ClH:24].[NH2:7][C@:8]1([C:13]([NH:15][S:16]([CH:19]2[CH2:21][CH2:20]2)(=[O:18])=[O:17])=[O:14])[CH2:10][C@H:9]1[CH2:11][CH3:12], predict the reactants needed to synthesize it. The reactants are: C(OC(=O)[NH:7][C@:8]1([C:13]([NH:15][S:16]([CH:19]2[CH2:21][CH2:20]2)(=[O:18])=[O:17])=[O:14])[CH2:10][C@H:9]1[CH2:11][CH3:12])(C)(C)C.C(Cl)[Cl:24]. (2) Given the product [CH2:1]([O:3][C:4]([C:5]1[N:8]=[C:16]([C:15]2[CH:19]=[CH:20][C:12]([C:10]#[N:11])=[CH:13][C:14]=2[F:21])[O:7][N:6]=1)=[O:9])[CH3:2], predict the reactants needed to synthesize it. The reactants are: [CH2:1]([O:3][C:4](=[O:9])[C:5]([NH2:8])=[N:6][OH:7])[CH3:2].[C:10]([C:12]1[CH:20]=[CH:19][C:15]([C:16](Cl)=O)=[C:14]([F:21])[CH:13]=1)#[N:11].CC1C=CC=C(C)N=1. (3) Given the product [N:50]([CH:24]1[CH2:23][CH2:22][CH:21]([C:20]2[N:19]([CH3:28])[N:18]=[CH:17][C:16]=2[NH:15][C:14]([C:12]2[N:13]=[C:9]([C:3]3[C:4]([F:8])=[CH:5][CH:6]=[CH:7][C:2]=3[F:1])[S:10][C:11]=2[NH:30][C:31](=[O:37])[O:32][C:33]([CH3:34])([CH3:36])[CH3:35])=[O:29])[CH2:26][CH2:25]1)=[N+:51]=[N-:52], predict the reactants needed to synthesize it. The reactants are: [F:1][C:2]1[CH:7]=[CH:6][CH:5]=[C:4]([F:8])[C:3]=1[C:9]1[S:10][C:11]([NH:30][C:31](=[O:37])[O:32][C:33]([CH3:36])([CH3:35])[CH3:34])=[C:12]([C:14](=[O:29])[NH:15][C:16]2[CH:17]=[N:18][N:19]([CH3:28])[C:20]=2[CH:21]2[CH2:26][CH2:25][CH:24](O)[CH2:23][CH2:22]2)[N:13]=1.C(N(CC)CC)C.CS(Cl)(=O)=O.[N-:50]=[N+:51]=[N-:52].[Na+]. (4) Given the product [S:23](=[O:26])(=[O:25])([O:15][CH2:14][CH2:13][CH2:12][CH2:11][O:10][C:6]1[CH:7]=[CH:8][CH:9]=[C:2]([NH:1][S:23](=[O:26])(=[O:25])[NH2:24])[C:3]=1[C:4]#[N:5])[NH2:24], predict the reactants needed to synthesize it. The reactants are: [NH2:1][C:2]1[CH:9]=[CH:8][CH:7]=[C:6]([O:10][CH2:11][CH2:12][CH2:13][CH2:14][O:15][Si](C(C)(C)C)(C)C)[C:3]=1[C:4]#[N:5].[S:23](Cl)(=[O:26])(=[O:25])[NH2:24]. (5) Given the product [CH2:1]([O:8][C:9]1[CH:10]=[CH:11][C:12]2[O:17][CH:16]([CH3:18])[CH2:15][NH:14][C:13]=2[CH:20]=1)[C:2]1[CH:3]=[CH:4][CH:5]=[CH:6][CH:7]=1, predict the reactants needed to synthesize it. The reactants are: [CH2:1]([O:8][C:9]1[CH:10]=[CH:11][C:12]2[O:17][CH:16]([CH3:18])[C:15](=O)[NH:14][C:13]=2[CH:20]=1)[C:2]1[CH:7]=[CH:6][CH:5]=[CH:4][CH:3]=1. (6) Given the product [Br:24][C:25]1[S:26][CH:27]=[C:28]([CH2:30][O:1][N:2]=[C:3]([C:10]2[N:14]([CH3:15])[N:13]=[N:12][N:11]=2)[C:4]2[CH:5]=[CH:6][CH:7]=[CH:8][CH:9]=2)[N:29]=1, predict the reactants needed to synthesize it. The reactants are: [OH:1][N:2]=[C:3]([C:10]1[N:14]([CH3:15])[N:13]=[N:12][N:11]=1)[C:4]1[CH:9]=[CH:8][CH:7]=[CH:6][CH:5]=1.C(=O)([O-])[O-].[Cs+].[Cs+].[I-].[Na+].[Br:24][C:25]1[S:26][CH:27]=[C:28]([CH2:30]Br)[N:29]=1. (7) The reactants are: [C:1]([C:4]1[CH:5]=[C:6]([NH:11][CH:12]([C:16]2[CH:21]=[CH:20][C:19]([O:22][CH3:23])=[C:18]([O:24][CH3:25])[CH:17]=2)[C:13]([OH:15])=[O:14])[CH:7]=[C:8](C)[CH:9]=1)(=[O:3])[NH2:2].NC1C=C(C=C(OC)C=1)[C:30](N)=[O:31].COC1C=C(B(O)O)C=CC=1OC.O.C(O)(=O)C=O. Given the product [C:1]([C:4]1[CH:5]=[C:6]([NH:11][CH:12]([C:16]2[CH:21]=[CH:20][C:19]([O:22][CH3:23])=[C:18]([O:24][CH3:25])[CH:17]=2)[C:13]([OH:15])=[O:14])[CH:7]=[C:8]([O:31][CH3:30])[CH:9]=1)(=[O:3])[NH2:2], predict the reactants needed to synthesize it.